From a dataset of Buchwald-Hartwig C-N cross coupling reaction yields with 55,370 reactions. Predict the reaction yield, written as a fraction of the theoretical maximum amount of product (1.0 means a 100% yield; for example, 0.34 means a 34% yield). The reactants are Clc1ccccn1.Cc1ccc(N)cc1.O=S(=O)(O[Pd]1c2ccccc2-c2ccccc2N~1)C(F)(F)F.COc1ccc(OC)c(P([C@]23C[C@H]4C[C@H](C[C@H](C4)C2)C3)[C@]23C[C@H]4C[C@H](C[C@H](C4)C2)C3)c1-c1c(C(C)C)cc(C(C)C)cc1C(C)C.CN(C)C(=NC(C)(C)C)N(C)C.CCOC(=O)c1ccon1. No catalyst specified. The product is Cc1ccc(Nc2ccccn2)cc1. The yield is 0.439.